From a dataset of Catalyst prediction with 721,799 reactions and 888 catalyst types from USPTO. Predict which catalyst facilitates the given reaction. (1) The catalyst class is: 3. Product: [CH:12]1[C:8]2[CH2:9][CH2:10][C:11]3[CH:1]=[CH:2][CH:3]=[CH:4][C:5]=3[C:6](=[C:16]3[CH2:21][CH2:20][CH2:19][CH:18]([NH:22][S:37]([C:34]4[CH:35]=[CH:36][C:31]([Cl:30])=[CH:32][CH:33]=4)(=[O:39])=[O:38])[CH2:17]3)[C:7]=2[CH:15]=[CH:14][CH:13]=1. Reactant: [CH:1]1[C:11]2[CH2:10][CH2:9][C:8]3[CH:12]=[CH:13][CH:14]=[CH:15][C:7]=3[C:6](=[C:16]3[CH2:21][CH2:20][CH2:19][CH:18]([NH2:22])[CH2:17]3)[C:5]=2[CH:4]=[CH:3][CH:2]=1.C(N(CC)CC)C.[Cl:30][C:31]1[CH:36]=[CH:35][C:34]([S:37](Cl)(=[O:39])=[O:38])=[CH:33][CH:32]=1. (2) Reactant: F[C:2]1[N:9]=[CH:8][CH:7]=[C:6]([I:10])[C:3]=1[CH:4]=O.[F:11][C:12]1[CH:17]=[CH:16][C:15]([NH:18][NH2:19])=[CH:14][CH:13]=1. Product: [F:11][C:12]1[CH:17]=[CH:16][C:15]([N:18]2[C:2]3=[N:9][CH:8]=[CH:7][C:6]([I:10])=[C:3]3[CH:4]=[N:19]2)=[CH:14][CH:13]=1. The catalyst class is: 37. (3) Product: [CH2:1]([N:4]1[C:12]2[CH:11]=[CH:10][C:9]([C:13]([N:15]3[CH2:20][CH2:19][CH:18]([CH3:21])[CH2:17][CH2:16]3)=[O:14])=[CH:8][C:7]=2[C:6]2[CH2:22][N:23]([S:36]([CH:33]3[CH2:35][CH2:34]3)(=[O:38])=[O:37])[CH2:24][CH2:25][C:5]1=2)[CH:2]=[CH2:3]. The catalyst class is: 4. Reactant: [CH2:1]([N:4]1[C:12]2[CH:11]=[CH:10][C:9]([C:13]([N:15]3[CH2:20][CH2:19][CH:18]([CH3:21])[CH2:17][CH2:16]3)=[O:14])=[CH:8][C:7]=2[C:6]2[CH2:22][NH:23][CH2:24][CH2:25][C:5]1=2)[CH:2]=[CH2:3].C(N(CC)CC)C.[CH:33]1([S:36](Cl)(=[O:38])=[O:37])[CH2:35][CH2:34]1.